From a dataset of Forward reaction prediction with 1.9M reactions from USPTO patents (1976-2016). Predict the product of the given reaction. (1) Given the reactants [CH3:1][C:2]1[C:20]([CH3:21])=[C:19]([N+:22]([O-])=O)[CH:18]=[CH:17][C:3]=1[O:4][C:5]1[CH:10]=[CH:9][N:8]=[C:7]([NH:11][C:12](=[O:16])[CH2:13][O:14][CH3:15])[CH:6]=1.CO.[H][H], predict the reaction product. The product is: [NH2:22][C:19]1[CH:18]=[CH:17][C:3]([O:4][C:5]2[CH:10]=[CH:9][N:8]=[C:7]([NH:11][C:12](=[O:16])[CH2:13][O:14][CH3:15])[CH:6]=2)=[C:2]([CH3:1])[C:20]=1[CH3:21]. (2) The product is: [CH3:30][O:29][C:24]1[CH:23]=[C:22]([O:31][CH3:32])[CH:21]=[C:20]2[C:25]=1[C:26](=[O:28])[NH:27][C:18]([C:15]1[N:14]=[C:13]([C:33]3[CH:43]=[CH:42][C:36]([C:37]([N:39]([CH3:41])[CH3:40])=[O:38])=[CH:35][CH:34]=3)[C:12]([O:11][CH2:10][CH2:9][OH:8])=[CH:17][CH:16]=1)=[N:19]2. Given the reactants [Si]([O:8][CH2:9][CH2:10][O:11][C:12]1[C:13]([C:33]2[CH:43]=[CH:42][C:36]([C:37]([N:39]([CH3:41])[CH3:40])=[O:38])=[CH:35][CH:34]=2)=[N:14][C:15]([C:18]2[NH:27][C:26](=[O:28])[C:25]3[C:20](=[CH:21][C:22]([O:31][CH3:32])=[CH:23][C:24]=3[O:29][CH3:30])[N:19]=2)=[CH:16][CH:17]=1)(C(C)(C)C)(C)C.[F-].C([N+](CCCC)(CCCC)CCCC)CCC, predict the reaction product. (3) Given the reactants C(Cl)(=O)C(Cl)=O.CS(C)=O.[S:11]1[CH:15]=[CH:14][CH:13]=[C:12]1[S:16]([N:19]1[CH2:24][CH2:23][N:22]([C:25]2[CH:30]=[CH:29][C:28]([C:31]([OH:37])([CH3:36])[C:32]([F:35])([F:34])[F:33])=[CH:27][CH:26]=2)[C@@H:21]([CH2:38][N:39]2[CH2:44][CH2:43][CH:42]([OH:45])[CH2:41][CH2:40]2)[CH2:20]1)(=[O:18])=[O:17].C(N(CC)CC)C.C([O-])(O)=O.[Na+], predict the reaction product. The product is: [S:11]1[CH:15]=[CH:14][CH:13]=[C:12]1[S:16]([N:19]1[CH2:24][CH2:23][N:22]([C:25]2[CH:30]=[CH:29][C:28]([C:31]([OH:37])([CH3:36])[C:32]([F:33])([F:34])[F:35])=[CH:27][CH:26]=2)[C@@H:21]([CH2:38][N:39]2[CH2:40][CH2:41][C:42](=[O:45])[CH2:43][CH2:44]2)[CH2:20]1)(=[O:17])=[O:18]. (4) Given the reactants Br[C:2]1[N:6]([Cl:7])[C:5]([Cl:8])=[C:4]([CH:9]([O:11][CH3:12])[CH3:10])[N:3]=1.[CH2:13]([C:15]1[CH:20]=[CH:19][CH:18]=[C:17]([CH2:21][CH3:22])[C:16]=1B(O)O)[CH3:14], predict the reaction product. The product is: [CH2:13]([C:15]1[CH:20]=[CH:19][CH:18]=[C:17]([CH2:21][CH3:22])[C:16]=1[C:2]1[N:6]([Cl:7])[C:5]([Cl:8])=[C:4]([CH:9]([O:11][CH3:12])[CH3:10])[N:3]=1)[CH3:14].